This data is from Full USPTO retrosynthesis dataset with 1.9M reactions from patents (1976-2016). The task is: Predict the reactants needed to synthesize the given product. (1) The reactants are: O.CC1(C)C2C=CC=C(P(C3C=CC=CC=3)C3C=CC=CC=3)C=2OC2C1=CC=CC=2P(C1C=CC=CC=1)C1C=CC=CC=1.Cl.[NH2:45][C:46]1[S:50][N:49]=[C:48]([CH3:51])[CH:47]=1.C(=O)([O-])[O-].[Na+].[Na+].CC(C)([O-])C.[Na+].[CH2:64]([O:66][C:67](=[O:76])[C:68]1[CH:73]=[C:72]([F:74])[CH:71]=[N:70][C:69]=1Cl)[CH3:65]. Given the product [F:74][C:72]1[CH:71]=[N:70][C:69]([NH:45][C:46]2[S:50][N:49]=[C:48]([CH3:51])[CH:47]=2)=[C:68]([CH:73]=1)[C:67]([O:66][CH2:64][CH3:65])=[O:76], predict the reactants needed to synthesize it. (2) Given the product [CH3:9][O:10][C:11]([C:13]1[N:14]=[C:15]2[C:20]([C:21]([F:22])([F:23])[F:24])=[CH:19][C:18]([C:25]3[CH:26]=[N:27][N:28]([C:30]([O:32][C:33]([CH3:34])([CH3:36])[CH3:35])=[O:31])[CH:29]=3)=[CH:17][N:16]2[C:37]=1[Cl:1])=[O:12], predict the reactants needed to synthesize it. The reactants are: [Cl:1]N1C(=O)CCC1=O.[CH3:9][O:10][C:11]([C:13]1[N:14]=[C:15]2[C:20]([C:21]([F:24])([F:23])[F:22])=[CH:19][C:18]([C:25]3[CH:26]=[N:27][N:28]([C:30]([O:32][C:33]([CH3:36])([CH3:35])[CH3:34])=[O:31])[CH:29]=3)=[CH:17][N:16]2[CH:37]=1)=[O:12]. (3) Given the product [CH3:35][C:28]1[CH:29]=[C:30]([C:31]([F:33])([F:32])[F:34])[N:25]2[N:24]=[CH:23][C:22]([C:20]3[N:21]=[C:13]([CH2:12][N:5]4[C:6]5[CH2:7][NH:8][CH2:9][CH2:10][C:11]=5[C:3]([C:2]([F:1])([F:17])[F:16])=[N:4]4)[O:15][N:19]=3)=[C:26]2[N:27]=1, predict the reactants needed to synthesize it. The reactants are: [F:1][C:2]([F:17])([F:16])[C:3]1[C:11]2[CH2:10][CH2:9][NH:8][CH2:7][C:6]=2[N:5]([CH2:12][C:13]([OH:15])=O)[N:4]=1.O[N:19]=[C:20]([C:22]1[CH:23]=[N:24][N:25]2[C:30]([C:31]([F:34])([F:33])[F:32])=[CH:29][C:28]([CH3:35])=[N:27][C:26]=12)[NH2:21]. (4) Given the product [F:35][C:34]([F:37])([F:36])[S:31]([O:16][C:10]1[CH:9]=[C:8]2[C:13]([CH2:14][CH2:15][C:1]3([O:7]2)[CH2:6][CH2:5][CH2:4][CH2:3][CH2:2]3)=[CH:12][CH:11]=1)(=[O:33])=[O:32], predict the reactants needed to synthesize it. The reactants are: [C:1]12([CH2:15][CH2:14][C:13]3[C:8](=[CH:9][C:10]([OH:16])=[CH:11][CH:12]=3)[O:7]1)[CH2:6][CH2:5][CH2:4][CH2:3][CH2:2]2.CCN(CC)CC.C1(N([S:31]([C:34]([F:37])([F:36])[F:35])(=[O:33])=[O:32])[S:31]([C:34]([F:37])([F:36])[F:35])(=[O:33])=[O:32])C=CC=CC=1. (5) The reactants are: [C:1]([NH:4][C:5]1[CH:13]=[CH:12][CH:11]=[CH:10][C:6]=1[C:7]([NH2:9])=[O:8])(=O)[CH3:2].[OH-].[Na+]. Given the product [CH3:2][C:1]1[NH:9][C:7](=[O:8])[C:6]2[C:5](=[CH:13][CH:12]=[CH:11][CH:10]=2)[N:4]=1, predict the reactants needed to synthesize it. (6) Given the product [C:1]([O:5][C:6]([N:8]1[CH2:12][CH2:11][CH:10]([NH:13][C:23](=[O:24])[CH2:22][Cl:21])[CH2:9]1)=[O:7])([CH3:4])([CH3:2])[CH3:3], predict the reactants needed to synthesize it. The reactants are: [C:1]([O:5][C:6]([N:8]1[CH2:12][CH2:11][CH:10]([NH2:13])[CH2:9]1)=[O:7])([CH3:4])([CH3:3])[CH3:2].C(N(CC)CC)C.[Cl:21][CH2:22][C:23](Cl)=[O:24]. (7) Given the product [CH3:14][O:13][C:9]1[CH:8]=[C:7]([B:15]([OH:20])[OH:16])[CH:12]=[CH:11][CH:10]=1, predict the reactants needed to synthesize it. The reactants are: C([Li])CCC.Br[C:7]1[CH:12]=[CH:11][CH:10]=[C:9]([O:13][CH3:14])[CH:8]=1.[B:15](OC(C)C)([O:20]C(C)C)[O:16]C(C)C.Cl. (8) Given the product [C:1]([C:3]1[CH:4]=[C:5]([CH:6]=[CH:7][CH:8]=1)[O:9][CH2:11][CH2:12][CH2:13][C:14]([O:16][CH2:17][CH3:18])=[O:15])#[N:2], predict the reactants needed to synthesize it. The reactants are: [C:1]([C:3]1[CH:4]=[C:5]([OH:9])[CH:6]=[CH:7][CH:8]=1)#[N:2].Br[CH2:11][CH2:12][CH2:13][C:14]([O:16][CH2:17][CH3:18])=[O:15].C([O-])([O-])=O.[K+].[K+].